This data is from Forward reaction prediction with 1.9M reactions from USPTO patents (1976-2016). The task is: Predict the product of the given reaction. (1) Given the reactants [CH:1]1([CH2:7][N:8]([C:11]2[C:20]([CH:21]=[O:22])=[CH:19][C:18]3[C:13](=[CH:14][C:15]([F:23])=[CH:16][CH:17]=3)[N:12]=2)[CH2:9][CH3:10])[CH2:6][CH2:5][CH2:4][CH2:3][CH2:2]1.[BH4-].[Na+].[Cl-].[NH4+].O, predict the reaction product. The product is: [CH:1]1([CH2:7][N:8]([C:11]2[C:20]([CH2:21][OH:22])=[CH:19][C:18]3[C:13](=[CH:14][C:15]([F:23])=[CH:16][CH:17]=3)[N:12]=2)[CH2:9][CH3:10])[CH2:6][CH2:5][CH2:4][CH2:3][CH2:2]1. (2) Given the reactants [CH3:1][O:2][C:3]([C:5]1[C:10]([Cl:11])=[C:9](S(C)(=O)=O)[N:8]=[C:7]([C:16]2[CH:21]=[CH:20][C:19]([Cl:22])=[C:18]([O:23][CH2:24][CH3:25])[C:17]=2[F:26])[N:6]=1)=[O:4].[NH3:27].CO, predict the reaction product. The product is: [CH3:1][O:2][C:3]([C:5]1[C:10]([Cl:11])=[C:9]([NH2:27])[N:8]=[C:7]([C:16]2[CH:21]=[CH:20][C:19]([Cl:22])=[C:18]([O:23][CH2:24][CH3:25])[C:17]=2[F:26])[N:6]=1)=[O:4]. (3) Given the reactants FC(F)(F)C(O)=O.[NH2:8][C@@H:9]([CH2:16][CH2:17][C:18]1[CH:23]=[CH:22][CH:21]=[CH:20][CH:19]=1)/[CH:10]=[CH:11]/[C:12]([O:14][CH3:15])=[O:13].[CH3:24][C:25]([O:28][C:29]([NH:31][C@H:32]([C:39](O)=[O:40])[CH2:33][C:34]1[S:35][CH:36]=[CH:37][CH:38]=1)=[O:30])([CH3:27])[CH3:26].CCN=C=NCCCN(C)C.C1C=CC2N(O)N=NC=2C=1.CN1CCOCC1, predict the reaction product. The product is: [CH3:27][C:25]([O:28][C:29]([NH:31][C@H:32]([C:39]([NH:8][C@@H:9]([CH2:16][CH2:17][C:18]1[CH:19]=[CH:20][CH:21]=[CH:22][CH:23]=1)/[CH:10]=[CH:11]/[C:12]([O:14][CH3:15])=[O:13])=[O:40])[CH2:33][C:34]1[S:35][CH:36]=[CH:37][CH:38]=1)=[O:30])([CH3:24])[CH3:26]. (4) The product is: [CH2:25]([N:1]([CH2:25][C:26]1[CH:31]=[CH:30][CH:29]=[CH:28][CH:27]=1)[CH2:2][C@H:3]([OH:18])[CH2:4][N:5]1[CH2:10][CH2:9][N:8]([C:11]([O:13][C:14]([CH3:15])([CH3:17])[CH3:16])=[O:12])[CH2:7][CH2:6]1)[C:26]1[CH:31]=[CH:30][CH:29]=[CH:28][CH:27]=1. Given the reactants [NH2:1][CH2:2][C@H:3]([OH:18])[CH2:4][N:5]1[CH2:10][CH2:9][N:8]([C:11]([O:13][C:14]([CH3:17])([CH3:16])[CH3:15])=[O:12])[CH2:7][CH2:6]1.C(=O)([O-])[O-].[K+].[K+].[CH2:25](Br)[C:26]1[CH:31]=[CH:30][CH:29]=[CH:28][CH:27]=1, predict the reaction product. (5) Given the reactants [CH2:1]=[CH:2][CH2:3][CH2:4][CH2:5][CH2:6][CH2:7][CH3:8].[CH:9]1([Si:15](C)([CH3:17])[CH3:16])C=CCC=C1, predict the reaction product. The product is: [CH3:9][Si:15]([CH3:17])([CH3:16])[CH2:1][CH2:2][CH2:3][CH2:4][CH2:5][CH2:6][CH2:7][CH3:8]. (6) Given the reactants C(OC[N:9]1[CH:13]=[C:12]([C:14]2[CH:19]=[CH:18][C:17]([CH:20]([O:24][CH2:25][CH3:26])[O:21][CH2:22][CH3:23])=[CH:16][N:15]=2)[N:11]=[N:10]1)(=O)C(C)(C)C.[OH-].[Na+].Cl.O, predict the reaction product. The product is: [CH2:25]([O:24][CH:20]([O:21][CH2:22][CH3:23])[C:17]1[CH:18]=[CH:19][C:14]([C:12]2[N:11]=[N:10][NH:9][CH:13]=2)=[N:15][CH:16]=1)[CH3:26]. (7) Given the reactants C([O:3][C:4]([CH:6]1[CH2:10][CH2:9][N:8]([CH2:11][C:12](=[O:39])[N:13]2[C:21]3[C:16](=[CH:17][C:18]([O:22][CH2:23][C:24]4[S:25][C:26]([C:35]([F:38])([F:37])[F:36])=[C:27]([C:29]5[CH:34]=[CH:33][CH:32]=[CH:31][CH:30]=5)[CH:28]=4)=[CH:19][CH:20]=3)[CH2:15][CH2:14]2)[CH2:7]1)=[O:5])C.O.Cl, predict the reaction product. The product is: [O:39]=[C:12]([N:13]1[C:21]2[C:16](=[CH:17][C:18]([O:22][CH2:23][C:24]3[S:25][C:26]([C:35]([F:38])([F:37])[F:36])=[C:27]([C:29]4[CH:34]=[CH:33][CH:32]=[CH:31][CH:30]=4)[CH:28]=3)=[CH:19][CH:20]=2)[CH2:15][CH2:14]1)[CH2:11][N:8]1[CH2:9][CH2:10][CH:6]([C:4]([OH:5])=[O:3])[CH2:7]1.